From a dataset of Forward reaction prediction with 1.9M reactions from USPTO patents (1976-2016). Predict the product of the given reaction. Given the reactants Cl[C:2]1[N:7]=[C:6]([Cl:8])[N:5]=[C:4]([Cl:9])[N:3]=1.C([O-])(O)=O.[Na+].[CH3:15][O:16][C:17]1[CH:24]=[CH:23][CH:22]=[CH:21][C:18]=1[CH2:19][NH2:20], predict the reaction product. The product is: [Cl:9][C:4]1[N:5]=[C:6]([Cl:8])[N:7]=[C:2]([NH:20][CH2:19][C:18]2[CH:21]=[CH:22][CH:23]=[CH:24][C:17]=2[O:16][CH3:15])[N:3]=1.